From a dataset of Peptide-MHC class I binding affinity with 185,985 pairs from IEDB/IMGT. Regression. Given a peptide amino acid sequence and an MHC pseudo amino acid sequence, predict their binding affinity value. This is MHC class I binding data. (1) The peptide sequence is VEITPYKPTW. The MHC is HLA-A24:03 with pseudo-sequence HLA-A24:03. The binding affinity (normalized) is 0.778. (2) The peptide sequence is TVMAFHLSTR. The MHC is HLA-A33:01 with pseudo-sequence HLA-A33:01. The binding affinity (normalized) is 0.717. (3) The peptide sequence is ERNPYENIL. The MHC is HLA-B58:01 with pseudo-sequence HLA-B58:01. The binding affinity (normalized) is 0.0847. (4) The peptide sequence is EVREFLGSY. The MHC is HLA-A26:01 with pseudo-sequence HLA-A26:01. The binding affinity (normalized) is 0.936. (5) The MHC is HLA-A02:02 with pseudo-sequence HLA-A02:02. The peptide sequence is YLLGDSDSVA. The binding affinity (normalized) is 0.937. (6) The peptide sequence is KRWGFRSGV. The MHC is HLA-A02:16 with pseudo-sequence HLA-A02:16. The binding affinity (normalized) is 0.0847.